Dataset: Catalyst prediction with 721,799 reactions and 888 catalyst types from USPTO. Task: Predict which catalyst facilitates the given reaction. Reactant: C(NC(C)C)(C)C.C([Mg]Cl)CCC.[CH3:14][O:15][C:16]([C:18]1[S:19][CH:20]=[CH:21][C:22]=1[N:23]([C:31]([C@H:33]1[CH2:38][CH2:37][C@H:36]([CH3:39])[CH2:35][CH2:34]1)=[O:32])[CH:24]1[CH2:29][CH2:28][N:27]([CH3:30])[CH2:26][CH2:25]1)=[O:17].[I:40]I. Product: [CH3:14][O:15][C:16]([C:18]1[S:19][C:20]([I:40])=[CH:21][C:22]=1[N:23]([C:31]([C@H:33]1[CH2:34][CH2:35][C@H:36]([CH3:39])[CH2:37][CH2:38]1)=[O:32])[CH:24]1[CH2:25][CH2:26][N:27]([CH3:30])[CH2:28][CH2:29]1)=[O:17]. The catalyst class is: 1.